From a dataset of Full USPTO retrosynthesis dataset with 1.9M reactions from patents (1976-2016). Predict the reactants needed to synthesize the given product. (1) Given the product [CH3:29][O:28][P:27]([C:23]1[CH:24]=[CH:25][CH:26]=[C:21]([B:33]2[O:37][C:36]([CH3:39])([CH3:38])[C:35]([CH3:41])([CH3:40])[O:34]2)[CH:22]=1)(=[O:32])[O:30][CH3:31], predict the reactants needed to synthesize it. The reactants are: C1(P(C2CCCCC2)C2CCCCC2)CCCCC1.Cl[C:21]1[CH:22]=[C:23]([P:27](=[O:32])([O:30][CH3:31])[O:28][CH3:29])[CH:24]=[CH:25][CH:26]=1.[B:33]1([B:33]2[O:37][C:36]([CH3:39])([CH3:38])[C:35]([CH3:41])([CH3:40])[O:34]2)[O:37][C:36]([CH3:39])([CH3:38])[C:35]([CH3:41])([CH3:40])[O:34]1.C([O-])(=O)C.[K+].ClP(=O)([O-])[O-]. (2) Given the product [Cl:24][C:5]1[C:6]([O:7][C:8]2[CH:9]=[CH:10][C:11]3[N:12]([CH:14]=[C:15]([NH:17][C:18]([CH:20]4[CH2:21][CH2:22]4)=[O:19])[N:16]=3)[N:13]=2)=[CH:23][C:2]([NH:1][C:32]([C:31]2[N:27]([CH3:26])[N:28]=[C:29]([CH3:35])[CH:30]=2)=[O:33])=[C:3]([F:25])[CH:4]=1, predict the reactants needed to synthesize it. The reactants are: [NH2:1][C:2]1[C:3]([F:25])=[CH:4][C:5]([Cl:24])=[C:6]([CH:23]=1)[O:7][C:8]1[CH:9]=[CH:10][C:11]2[N:12]([CH:14]=[C:15]([NH:17][C:18]([CH:20]3[CH2:22][CH2:21]3)=[O:19])[N:16]=2)[N:13]=1.[CH3:26][N:27]1[C:31]([C:32](Cl)=[O:33])=[CH:30][C:29]([CH3:35])=[N:28]1. (3) The reactants are: [F:1][C:2]1([F:23])[CH2:6][CH2:5][N:4]([CH2:7][C@@H:8]([NH:12][C:13](=[O:22])[C:14]2[CH:19]=[CH:18][C:17]([CH3:20])=[C:16]([CH3:21])[CH:15]=2)[CH:9]([CH3:11])[CH3:10])[CH2:3]1.[H-].[Na+].[CH3:26]I. Given the product [F:23][C:2]1([F:1])[CH2:6][CH2:5][N:4]([CH2:7][C@@H:8]([N:12]([CH3:26])[C:13](=[O:22])[C:14]2[CH:19]=[CH:18][C:17]([CH3:20])=[C:16]([CH3:21])[CH:15]=2)[CH:9]([CH3:11])[CH3:10])[CH2:3]1, predict the reactants needed to synthesize it. (4) Given the product [NH2:19][C:16]1[N:15]=[CH:14][C:13]([O:12][C:10]2[CH:9]=[CH:8][N:7]=[C:6]([NH:5][C:3](=[O:4])[N:2]([CH3:1])[CH3:22])[CH:11]=2)=[CH:18][CH:17]=1, predict the reactants needed to synthesize it. The reactants are: [CH3:1][N:2]([CH3:22])[C:3]([NH:5][C:6]1[CH:11]=[C:10]([O:12][C:13]2[CH:14]=[N:15][C:16]([N+:19]([O-])=O)=[CH:17][CH:18]=2)[CH:9]=[CH:8][N:7]=1)=[O:4].[NH4+].[Cl-]. (5) Given the product [CH2:1]([C:3]1[CH:9]=[CH:8][CH:7]=[C:6]([CH2:10][CH3:11])[C:4]=1/[N:5]=[CH:12]/[CH:13]([CH3:15])[CH3:14])[CH3:2], predict the reactants needed to synthesize it. The reactants are: [CH2:1]([C:3]1[CH:9]=[CH:8][CH:7]=[C:6]([CH2:10][CH3:11])[C:4]=1[NH2:5])[CH3:2].[CH:12](=O)[CH:13]([CH3:15])[CH3:14].O.C1(C)C=CC(S(O)(=O)=O)=CC=1. (6) Given the product [CH3:25][O:26][C:27]1[CH:28]=[C:29]([CH:35]=[CH:36][C:37]=1[O:38][CH3:39])[CH2:30][C:31]1([NH:34][CH2:21][CH:20]([C:12]2[C:13]3[O:18][CH2:17][C:16](=[O:19])[NH:15][C:14]=3[C:9]([OH:8])=[CH:10][CH:11]=2)[OH:24])[CH2:32][CH2:33]1, predict the reactants needed to synthesize it. The reactants are: C([O:8][C:9]1[C:14]2[NH:15][C:16](=[O:19])[CH2:17][O:18][C:13]=2[C:12]([C:20](=[O:24])[CH:21](O)O)=[CH:11][CH:10]=1)C1C=CC=CC=1.[CH3:25][O:26][C:27]1[CH:28]=[C:29]([CH:35]=[CH:36][C:37]=1[O:38][CH3:39])[CH2:30][C:31]1([NH2:34])[CH2:33][CH2:32]1.FC(F)(F)C([O-])=O. (7) Given the product [C:17]([C:16]1[CH:19]=[CH:20][C:13]([N:12]([CH2:11][CH2:10][O:9][C:6]2[CH:7]=[CH:8][C:3]([O:2][CH3:1])=[CH:4][CH:5]=2)[CH2:27][C:25]([O:31][C:15]([CH3:21])([CH3:16])[CH3:14])=[O:26])=[CH:14][C:15]=1[C:21]([F:22])([F:23])[F:24])#[N:18], predict the reactants needed to synthesize it. The reactants are: [CH3:1][O:2][C:3]1[CH:8]=[CH:7][C:6]([O:9][CH2:10][CH2:11][NH:12][C:13]2[CH:20]=[CH:19][C:16]([C:17]#[N:18])=[C:15]([C:21]([F:24])([F:23])[F:22])[CH:14]=2)=[CH:5][CH:4]=1.[C:25]([OH:31])([C:27](F)(F)F)=[O:26]. (8) Given the product [F:27][CH:22]([F:28])[O:14][C:7]1[CH:8]=[C:9]([N+:11]([O-:13])=[O:12])[CH:10]=[C:5]([S:2]([CH3:1])(=[O:4])=[O:3])[CH:6]=1, predict the reactants needed to synthesize it. The reactants are: [CH3:1][S:2]([C:5]1[CH:6]=[C:7]([OH:14])[CH:8]=[C:9]([N+:11]([O-:13])=[O:12])[CH:10]=1)(=[O:4])=[O:3].C(=O)([O-])[O-].[K+].[K+].Cl[C:22]([F:28])([F:27])C(OC)=O. (9) Given the product [CH3:38][NH:34][C:35]([NH:17][C:15]1[N:16]=[C:12]2[CH:11]=[C:10]([C:18]3[CH:19]=[N:20][CH:21]=[CH:22][CH:23]=3)[CH:9]=[C:8]([C:3]3[C:2]([CH3:1])=[CH:7][CH:6]=[CH:5][N:4]=3)[N:13]2[N:14]=1)=[O:36], predict the reactants needed to synthesize it. The reactants are: [CH3:1][C:2]1[C:3]([C:8]2[N:13]3[N:14]=[C:15]([NH2:17])[N:16]=[C:12]3[CH:11]=[C:10]([C:18]3[CH:19]=[N:20][CH:21]=[CH:22][CH:23]=3)[CH:9]=2)=[N:4][CH:5]=[CH:6][CH:7]=1.S([N:34]=[C:35]=[O:36])(C1C=CC(C)=CC=1)(=O)=O.N[CH2:38]C. (10) Given the product [N:19]1([C:16]2[CH:17]=[C:18]3[C:13](=[C:14]([NH2:24])[N:15]=2)[CH:12]=[N:11][C:10]2[CH:25]=[C:6]([O:5][CH2:4][CH2:3][N:29]4[CH2:33][CH2:32][CH2:31][CH2:30]4)[C:7]([O:26][CH3:27])=[CH:8][C:9]3=2)[CH:23]=[CH:22][N:21]=[CH:20]1, predict the reactants needed to synthesize it. The reactants are: ClC[CH2:3][CH2:4][O:5][C:6]1[C:7]([O:26][CH3:27])=[CH:8][C:9]2[C:18]3[C:13](=[C:14]([NH2:24])[N:15]=[C:16]([N:19]4[CH:23]=[CH:22][N:21]=[CH:20]4)[CH:17]=3)[CH:12]=[N:11][C:10]=2[CH:25]=1.C[N:29]1[C:33](=O)[CH2:32][CH2:31][CH2:30]1.N1CCCC1.